This data is from Full USPTO retrosynthesis dataset with 1.9M reactions from patents (1976-2016). The task is: Predict the reactants needed to synthesize the given product. (1) Given the product [Br:1][C:2]1[CH:3]=[C:4]([CH:7]=[CH:8][CH:9]=1)[CH2:5][P:17](=[O:24])([O:21][CH2:22][CH3:23])[O:18][CH2:19][CH3:20], predict the reactants needed to synthesize it. The reactants are: [Br:1][C:2]1[CH:3]=[C:4]([CH:7]=[CH:8][CH:9]=1)[CH2:5]Br.[N+](C1C=C(C=CC=1)C[P:17](=[O:24])([O:21][CH2:22][CH3:23])[O:18][CH2:19][CH3:20])([O-])=O. (2) The reactants are: Br[C:2]1[CH:8]=[CH:7][C:5]([NH2:6])=[C:4]([Cl:9])[CH:3]=1.[N:10]1[CH:15]=[CH:14][CH:13]=[C:12](B(O)O)[CH:11]=1. Given the product [Cl:9][C:4]1[CH:3]=[C:2]([C:12]2[CH:11]=[N:10][CH:15]=[CH:14][CH:13]=2)[CH:8]=[CH:7][C:5]=1[NH2:6], predict the reactants needed to synthesize it. (3) Given the product [F:28][CH:27]([F:29])[O:26][C:22]1[CH:21]=[C:20]([CH:25]=[CH:24][CH:23]=1)[CH2:19][N:16]1[CH:11]([C:4]2[C:5]([O:9][CH3:10])=[CH:6][CH:7]=[CH:8][C:3]=2[O:2][CH3:1])[CH2:12][CH2:13][CH2:14][C:15]1=[O:17], predict the reactants needed to synthesize it. The reactants are: [CH3:1][O:2][C:3]1[CH:8]=[CH:7][CH:6]=[C:5]([O:9][CH3:10])[C:4]=1[CH:11]1[NH:16][C:15](=[O:17])[CH2:14][CH2:13][CH2:12]1.Br[CH2:19][C:20]1[CH:25]=[CH:24][CH:23]=[C:22]([O:26][CH:27]([F:29])[F:28])[CH:21]=1. (4) Given the product [CH3:1][O:2][C:3]1[C:11]2[O:10][C:9]([C:12]([N:15]3[CH2:20][CH2:19][O:18][CH2:17][CH2:16]3)=[O:14])=[CH:8][C:7]=2[CH:6]=[CH:5][CH:4]=1, predict the reactants needed to synthesize it. The reactants are: [CH3:1][O:2][C:3]1[C:11]2[O:10][C:9]([C:12]([OH:14])=O)=[CH:8][C:7]=2[CH:6]=[CH:5][CH:4]=1.[NH:15]1[CH2:20][CH2:19][O:18][CH2:17][CH2:16]1. (5) Given the product [NH2:10][C:11]1[C:16]2=[C:17]([C:26]3[CH:31]=[CH:30][C:29]([NH:32][C:33]([NH:35][C:36]4[CH:41]=[C:40]([C:42]([F:45])([F:44])[F:43])[CH:39]=[CH:38][N:37]=4)=[O:34])=[CH:28][CH:27]=3)[C:18]([C:20]([N:22]([O:24][CH3:25])[CH3:23])=[O:21])=[C:19]([CH2:3][N:4]3[CH2:9][CH2:8][N:7]([CH3:1])[CH2:6][CH2:5]3)[N:15]2[N:14]=[CH:13][N:12]=1, predict the reactants needed to synthesize it. The reactants are: [CH2:1]=O.[CH3:3][N:4]1[CH2:9][CH2:8][NH:7][CH2:6][CH2:5]1.[NH2:10][C:11]1[C:16]2=[C:17]([C:26]3[CH:31]=[CH:30][C:29]([NH:32][C:33]([NH:35][C:36]4[CH:41]=[C:40]([C:42]([F:45])([F:44])[F:43])[CH:39]=[CH:38][N:37]=4)=[O:34])=[CH:28][CH:27]=3)[C:18]([C:20]([N:22]([O:24][CH3:25])[CH3:23])=[O:21])=[CH:19][N:15]2[N:14]=[CH:13][N:12]=1. (6) Given the product [CH:27]1([C:25]([NH:24][C@@H:23]2[C@H:19]3[O:18][CH2:17][C@H:16]([NH:15][C:12]([C:9]4[S:10][CH:11]=[C:7]([C:1]5[CH:2]=[CH:3][CH:4]=[CH:5][CH:6]=5)[N:8]=4)=[O:14])[C@H:20]3[O:21][CH2:22]2)=[O:26])[CH2:28][CH2:29]1, predict the reactants needed to synthesize it. The reactants are: [C:1]1([C:7]2[N:8]=[C:9]([C:12]([OH:14])=O)[S:10][CH:11]=2)[CH:6]=[CH:5][CH:4]=[CH:3][CH:2]=1.[NH2:15][C@@H:16]1[C@H:20]2[O:21][CH2:22][C@H:23]([NH:24][C:25]([CH:27]3[CH2:29][CH2:28]3)=[O:26])[C@H:19]2[O:18][CH2:17]1. (7) Given the product [CH3:12][C:4]1[N:3]=[C:2]([NH:20][CH2:19][C:18]2[CH:17]=[CH:16][C:15]([C:14]([F:13])([F:23])[F:24])=[CH:22][CH:21]=2)[N:7]=[C:6]([NH2:8])[C:5]=1[N+:9]([O-:11])=[O:10], predict the reactants needed to synthesize it. The reactants are: Cl[C:2]1[N:7]=[C:6]([NH2:8])[C:5]([N+:9]([O-:11])=[O:10])=[C:4]([CH3:12])[N:3]=1.[F:13][C:14]([F:24])([F:23])[C:15]1[CH:22]=[CH:21][C:18]([CH2:19][NH2:20])=[CH:17][CH:16]=1. (8) Given the product [C:1]([C:3]1([NH:9][CH2:11][CH2:10][CH2:16][S:13]([OH:15])(=[O:14])=[O:12])[CH2:8][CH2:7][CH2:6][CH2:5][CH2:4]1)#[CH:2], predict the reactants needed to synthesize it. The reactants are: [C:1]([C:3]1([NH2:9])[CH2:8][CH2:7][CH2:6][CH2:5][CH2:4]1)#[CH:2].[CH2:10]1[CH2:16][S:13](=[O:15])(=[O:14])[O:12][CH2:11]1. (9) Given the product [CH2:17]([S:16][C:11]1[CH:12]=[CH:13][CH:14]=[CH:15][C:10]=1[CH2:9][OH:8])[CH3:18], predict the reactants needed to synthesize it. The reactants are: [H-].[Al+3].[Li+].[H-].[H-].[H-].C[O:8][C:9](=O)[C:10]1[CH:15]=[CH:14][CH:13]=[CH:12][C:11]=1[S:16][CH2:17][CH3:18]. (10) Given the product [N:1]1[C:10]2[CH2:9][CH2:8][CH2:7][CH:6]([NH:11][CH2:26][CH2:25][CH2:24][CH2:23][N:14]3[C:15](=[O:22])[C:16]4[C:21](=[CH:20][CH:19]=[CH:18][CH:17]=4)[C:13]3=[O:12])[C:5]=2[N:4]=[CH:3][CH:2]=1, predict the reactants needed to synthesize it. The reactants are: [N:1]1[C:10]2[CH2:9][CH2:8][CH2:7][CH:6]([NH2:11])[C:5]=2[N:4]=[CH:3][CH:2]=1.[O:12]=[C:13]1[C:21]2[C:16](=[CH:17][CH:18]=[CH:19][CH:20]=2)[C:15](=[O:22])[N:14]1[CH2:23][CH2:24][CH2:25][CH:26]=O.C(O[BH-](OC(=O)C)OC(=O)C)(=O)C.[Na+].